This data is from Peptide-MHC class II binding affinity with 134,281 pairs from IEDB. The task is: Regression. Given a peptide amino acid sequence and an MHC pseudo amino acid sequence, predict their binding affinity value. This is MHC class II binding data. (1) The peptide sequence is SHLVRSWVTAGEIHA. The MHC is DRB1_0701 with pseudo-sequence DRB1_0701. The binding affinity (normalized) is 0.644. (2) The peptide sequence is ASIAARGYISTRVGM. The MHC is DRB1_0101 with pseudo-sequence DRB1_0101. The binding affinity (normalized) is 0.584. (3) The peptide sequence is YVDEHLMCEIEGHHL. The MHC is DRB3_0101 with pseudo-sequence DRB3_0101. The binding affinity (normalized) is 0.218. (4) The peptide sequence is AYGIPKVPPGPNITA. The MHC is DRB1_1101 with pseudo-sequence DRB1_1101. The binding affinity (normalized) is 0.155. (5) The peptide sequence is FGQNTASIAATEAQY. The binding affinity (normalized) is 0. The MHC is HLA-DPA10201-DPB10501 with pseudo-sequence HLA-DPA10201-DPB10501.